Dataset: Full USPTO retrosynthesis dataset with 1.9M reactions from patents (1976-2016). Task: Predict the reactants needed to synthesize the given product. (1) Given the product [O:28]([C:35]1[CH:36]=[CH:37][C:38]([CH2:39][NH:40][C:13]([C:10]2[S:11][CH:12]=[C:8]([C:5]3[CH:4]=[CH:3][C:2]([Cl:1])=[CH:7][CH:6]=3)[N:9]=2)=[O:15])=[CH:41][CH:42]=1)[C:29]1[CH:30]=[CH:31][CH:32]=[CH:33][CH:34]=1, predict the reactants needed to synthesize it. The reactants are: [Cl:1][C:2]1[CH:7]=[CH:6][C:5]([C:8]2[N:9]=[C:10]([C:13]([OH:15])=O)[S:11][CH:12]=2)=[CH:4][CH:3]=1.C1N=CN(C(N2C=NC=C2)=O)C=1.[O:28]([C:35]1[CH:42]=[CH:41][C:38]([CH2:39][NH2:40])=[CH:37][CH:36]=1)[C:29]1[CH:34]=[CH:33][CH:32]=[CH:31][CH:30]=1. (2) Given the product [C:23]1([CH3:36])[CH:28]=[CH:27][CH:26]=[CH:25][C:24]=1[C:29]1[CH:30]=[C:31]([NH:35][C:2]2[CH:7]=[CH:6][C:5](/[CH:8]=[CH:9]/[C:10]3[CH:15]=[CH:14][C:13]([NH:35][C:31]4[CH:30]=[CH:29][CH:19]=[C:18]([C:21]5[CH:40]=[CH:41][CH:42]=[CH:43][C:38]=5[CH3:44])[CH:17]=4)=[CH:12][CH:11]=3)=[CH:4][CH:3]=2)[CH:32]=[CH:33][CH:34]=1, predict the reactants needed to synthesize it. The reactants are: Br[C:2]1[CH:7]=[CH:6][C:5](/[CH:8]=[CH:9]/[C:10]2[CH:15]=[CH:14][C:13](Br)=[CH:12][CH:11]=2)=[CH:4][CH:3]=1.[CH3:17][C:18]([CH3:21])([O-])[CH3:19].[Na+].[C:23]1([CH3:36])[CH:28]=[CH:27][CH:26]=[CH:25][C:24]=1[C:29]1[CH:30]=[C:31]([NH2:35])[CH:32]=[CH:33][CH:34]=1.O.[C:38]1([CH3:44])[CH:43]=[CH:42][CH:41]=[CH:40]C=1. (3) The reactants are: [Cl:1][C:2]1[CH:3]=[C:4]([CH2:10][OH:11])[CH:5]=[N:6][C:7]=1[O:8][CH3:9].[H-].[Na+].[Cl:14][C:15]1[CH:16]=[C:17]([CH:20]=[CH:21][C:22]=1F)[C:18]#[N:19]. Given the product [Cl:14][C:15]1[CH:16]=[C:17]([CH:20]=[CH:21][C:22]=1[O:11][CH2:10][C:4]1[CH:5]=[N:6][C:7]([O:8][CH3:9])=[C:2]([Cl:1])[CH:3]=1)[C:18]#[N:19], predict the reactants needed to synthesize it.